Dataset: Full USPTO retrosynthesis dataset with 1.9M reactions from patents (1976-2016). Task: Predict the reactants needed to synthesize the given product. (1) Given the product [Cl:21][C:10]1[N:9]=[C:8]2[C:13]([N:14]=[C:6]([CH:4]([NH2:1])[CH3:5])[N:7]2[CH:22]2[CH2:27][CH2:26][CH2:25][CH2:24][O:23]2)=[C:12]([N:15]2[CH2:20][CH2:19][O:18][CH2:17][CH2:16]2)[N:11]=1, predict the reactants needed to synthesize it. The reactants are: [N:1]([CH:4]([C:6]1[N:7]([CH:22]2[CH2:27][CH2:26][CH2:25][CH2:24][O:23]2)[C:8]2[C:13]([N:14]=1)=[C:12]([N:15]1[CH2:20][CH2:19][O:18][CH2:17][CH2:16]1)[N:11]=[C:10]([Cl:21])[N:9]=2)[CH3:5])=[N+]=[N-].C1(P(C2C=CC=CC=2)C2C=CC=CC=2)C=CC=CC=1.C(OCC)(=O)C.C1(P(=O)(C2C=CC=CC=2)C2C=CC=CC=2)C=CC=CC=1. (2) Given the product [Cl:1][C:2]1[CH:3]=[C:4]([C:12]2[O:16][N:15]=[C:14]([C:17]3[C:18]([CH3:32])=[C:19]4[C:24](=[CH:25][CH:26]=3)[CH2:23][N:22]([CH2:27][C:28]([OH:30])=[O:29])[CH2:21][CH2:20]4)[N:13]=2)[CH:5]=[CH:6][C:7]=1[O:8][CH:9]([CH3:10])[CH3:11], predict the reactants needed to synthesize it. The reactants are: [Cl:1][C:2]1[CH:3]=[C:4]([C:12]2[O:16][N:15]=[C:14]([C:17]3[C:18]([CH3:32])=[C:19]4[C:24](=[CH:25][CH:26]=3)[CH2:23][N:22]([CH2:27][C:28]([O:30]C)=[O:29])[CH2:21][CH2:20]4)[N:13]=2)[CH:5]=[CH:6][C:7]=1[O:8][CH:9]([CH3:11])[CH3:10].[OH-].[Na+].C(O)(=O)C.C(OCC)(=O)C. (3) Given the product [Br:1][C:2]1[S:3][C:4]([NH:32][C:33](=[O:39])[O:34][C:35]([CH3:37])([CH3:38])[CH3:36])=[C:5]([C:7](=[O:31])[NH:8][C:9]2[CH:10]=[N:11][N:12]([CH3:30])[C:13]=2[C@@H:14]2[CH2:15][CH2:16][C@@H:17]([NH:22][C:23]([O:25][C:26]([CH3:27])([CH3:29])[CH3:28])=[O:24])[C@@H:19]([O:41][CH3:40])[CH2:18][O:21]2)[N:6]=1, predict the reactants needed to synthesize it. The reactants are: [Br:1][C:2]1[S:3][C:4]([NH:32][C:33](=[O:39])[O:34][C:35]([CH3:38])([CH3:37])[CH3:36])=[C:5]([C:7](=[O:31])[NH:8][C:9]2[CH:10]=[N:11][N:12]([CH3:30])[C:13]=2[C:14]23[O:21][CH:18]([CH2:19]C2)[CH:17]([NH:22][C:23]([O:25][C:26]([CH3:29])([CH3:28])[CH3:27])=[O:24])[CH2:16][CH2:15]3)[N:6]=1.[CH3:40][O:41][C@@H]1[C@H](NC(=O)OC(C)(C)C)CC[C@@H](C2N(C)N=CC=2[N+]([O-])=O)OC1. (4) The reactants are: [OH:1][B:2]1[C:6]2[CH:7]=[C:8]([NH:11][S:12]([C:15]3[CH:20]=[CH:19][CH:18]=[CH:17][C:16]=3[N+:21]([O-])=O)(=[O:14])=[O:13])[CH:9]=[CH:10][C:5]=2[CH2:4][O:3]1. Given the product [NH2:21][C:16]1[CH:17]=[CH:18][CH:19]=[CH:20][C:15]=1[S:12]([NH:11][C:8]1[CH:9]=[CH:10][C:5]2[CH2:4][O:3][B:2]([OH:1])[C:6]=2[CH:7]=1)(=[O:13])=[O:14], predict the reactants needed to synthesize it. (5) Given the product [NH2:19][C:15]1[CH:14]=[C:13]([C:6]2[CH:7]=[C:2]([F:1])[CH:3]=[CH:4][C:5]=2[OH:11])[CH:18]=[CH:17][N:16]=1, predict the reactants needed to synthesize it. The reactants are: [F:1][C:2]1[CH:3]=[CH:4][C:5]([OH:11])=[C:6](B(O)O)[CH:7]=1.Br[C:13]1[CH:18]=[CH:17][N:16]=[C:15]([NH2:19])[CH:14]=1.C(=O)([O-])[O-].[Na+].[Na+].